Dataset: Full USPTO retrosynthesis dataset with 1.9M reactions from patents (1976-2016). Task: Predict the reactants needed to synthesize the given product. (1) Given the product [Cl:38][C:22]1[C:23]([NH:25][C:26]2[CH:31]=[CH:30][CH:29]=[CH:28][C:27]=2[S:32]([N:35]([CH3:37])[CH3:36])(=[O:34])=[O:33])=[N:24][C:19]([NH:1][C:2]2[C:3]([O:16][CH3:17])=[CH:4][C:5]3[CH2:11][N:10]([CH2:12][CH3:13])[CH2:9][C:8](=[O:14])[NH:7][C:6]=3[CH:15]=2)=[N:20][CH:21]=1, predict the reactants needed to synthesize it. The reactants are: [NH2:1][C:2]1[C:3]([O:16][CH3:17])=[CH:4][C:5]2[CH2:11][N:10]([CH2:12][CH3:13])[CH2:9][C:8](=[O:14])[NH:7][C:6]=2[CH:15]=1.Cl[C:19]1[N:24]=[C:23]([NH:25][C:26]2[CH:31]=[CH:30][CH:29]=[CH:28][C:27]=2[S:32]([N:35]([CH3:37])[CH3:36])(=[O:34])=[O:33])[C:22]([Cl:38])=[CH:21][N:20]=1. (2) Given the product [F:1][C:2]1[C:24]([S:25][CH:26]2[CH2:31][CH2:30][N:29]([C:32]([CH3:36])([CH3:37])[C:33]([NH2:40])=[O:35])[CH2:28][CH2:27]2)=[CH:23][C:5]2[C:6]3[N:10]([CH2:11][CH2:12][O:13][C:4]=2[CH:3]=1)[CH:9]=[C:8]([C:14]1[N:15]([CH:20]([CH3:21])[CH3:22])[N:16]=[C:17]([CH3:19])[N:18]=1)[N:7]=3, predict the reactants needed to synthesize it. The reactants are: [F:1][C:2]1[C:24]([S:25][CH:26]2[CH2:31][CH2:30][N:29]([C:32]([CH3:37])([CH3:36])[C:33]([OH:35])=O)[CH2:28][CH2:27]2)=[CH:23][C:5]2[C:6]3[N:10]([CH2:11][CH2:12][O:13][C:4]=2[CH:3]=1)[CH:9]=[C:8]([C:14]1[N:15]([CH:20]([CH3:22])[CH3:21])[N:16]=[C:17]([CH3:19])[N:18]=1)[N:7]=3.CC[N:40](C(C)C)C(C)C.C1C=CC2N(O)N=NC=2C=1.N.CCN=C=NCCCN(C)C. (3) Given the product [C:36]1([S:33]([N:14]2[CH2:13][CH2:12][C:11]3[C:16](=[CH:17][CH:18]=[C:9]([OH:8])[CH:10]=3)[CH:15]2[C:19]2[CH:24]=[CH:23][C:22]([O:25][CH2:26][CH2:27][N:28]3[CH2:32][CH2:31][CH2:30][CH2:29]3)=[CH:21][CH:20]=2)(=[O:34])=[O:35])[C:45]2[C:40](=[CH:41][CH:42]=[CH:43][CH:44]=2)[CH:39]=[CH:38][CH:37]=1, predict the reactants needed to synthesize it. The reactants are: C([O:8][C:9]1[CH:10]=[C:11]2[C:16](=[CH:17][CH:18]=1)[CH:15]([C:19]1[CH:24]=[CH:23][C:22]([O:25][CH2:26][CH2:27][N:28]3[CH2:32][CH2:31][CH2:30][CH2:29]3)=[CH:21][CH:20]=1)[N:14]([S:33]([C:36]1[C:45]3[C:40](=[CH:41][CH:42]=[CH:43][CH:44]=3)[CH:39]=[CH:38][CH:37]=1)(=[O:35])=[O:34])[CH2:13][CH2:12]2)C1C=CC=CC=1.C([O-])=O.[NH4+].